Dataset: Full USPTO retrosynthesis dataset with 1.9M reactions from patents (1976-2016). Task: Predict the reactants needed to synthesize the given product. (1) Given the product [CH2:1]([NH:4][C@@H:5]([C:13]1[CH:18]=[CH:17][CH:16]=[CH:15][CH:14]=1)[CH2:6][N:8]1[CH2:12][CH2:11][CH2:10][CH2:9]1)[CH:2]=[CH2:3], predict the reactants needed to synthesize it. The reactants are: [CH2:1]([NH:4][C@@H:5]([C:13]1[CH:18]=[CH:17][CH:16]=[CH:15][CH:14]=1)[C:6]([N:8]1[CH2:12][CH2:11][CH2:10][CH2:9]1)=O)[CH:2]=[CH2:3].[H-].[Al+3].[Li+].[H-].[H-].[H-]. (2) The reactants are: [C:1]([O:9][CH2:10][CH3:11])(=[O:8])[CH2:2][C:3]([O:5][CH2:6][CH3:7])=[O:4].[O-]CC.[Na+].[Cl:16][C:17]1[CH:22]=[C:21]([Cl:23])[CH:20]=[CH:19][C:18]=1Br.Cl. Given the product [Cl:16][C:17]1[CH:22]=[C:21]([Cl:23])[CH:20]=[CH:19][C:18]=1[CH:2]([C:3]([O:5][CH2:6][CH3:7])=[O:4])[C:1]([O:9][CH2:10][CH3:11])=[O:8], predict the reactants needed to synthesize it. (3) Given the product [C:1]([O:4][CH2:5][C:6]1[C:11]([N:12]2[CH2:24][CH2:23][N:15]3[C:16]4[CH2:17][CH2:18][CH2:19][CH2:20][C:21]=4[CH:22]=[C:14]3[C:13]2=[O:25])=[CH:10][C:9]([F:26])=[CH:8][C:7]=1[C:37]1[N:38]=[C:39]([NH:45][C:46]2[CH:47]=[C:48]3[C:52](=[CH:53][CH:54]=2)[CH2:51][N:50]([CH3:55])[CH2:49]3)[C:40](=[O:44])[N:41]([CH3:43])[CH:42]=1)(=[O:3])[CH3:2], predict the reactants needed to synthesize it. The reactants are: [C:1]([O:4][CH2:5][C:6]1[C:11]([N:12]2[CH2:24][CH2:23][N:15]3[C:16]4[CH2:17][CH2:18][CH2:19][CH2:20][C:21]=4[CH:22]=[C:14]3[C:13]2=[O:25])=[CH:10][C:9]([F:26])=[CH:8][C:7]=1B1OC(C)(C)C(C)(C)O1)(=[O:3])[CH3:2].Br[C:37]1[N:38]=[C:39]([NH:45][C:46]2[CH:47]=[C:48]3[C:52](=[CH:53][CH:54]=2)[CH2:51][N:50]([CH3:55])[CH2:49]3)[C:40](=[O:44])[N:41]([CH3:43])[CH:42]=1.